Task: Predict the reaction yield, written as a fraction of the theoretical maximum amount of product (1.0 means a 100% yield; for example, 0.34 means a 34% yield).. Dataset: Reaction yield outcomes from USPTO patents with 853,638 reactions (1) The reactants are [H-].[Na+].[C:3]([O:11][CH2:12][CH3:13])(=[O:10])[CH2:4][C:5]([O:7][CH2:8][CH3:9])=[O:6].Br[CH2:15][CH2:16][CH2:17][CH:18]=[CH2:19]. The catalyst is CN(C=O)C. The product is [CH2:12]([O:11][C:3](=[O:10])[CH:4]([CH2:19][CH2:18][CH2:17][CH:16]=[CH2:15])[C:5]([O:7][CH2:8][CH3:9])=[O:6])[CH3:13]. The yield is 1.00. (2) The reactants are Br[C:2]1[CH:3]=[C:4]([C:9]2[S:13][C:12]([NH2:14])=[N:11][C:10]=2[C:15]2[CH:20]=[CH:19][CH:18]=[C:17]([CH3:21])[N:16]=2)[CH:5]=[CH:6][C:7]=1[F:8].[CH3:22][S:23]([C:26]1[CH:31]=[CH:30][C:29](B(O)O)=[CH:28][CH:27]=1)(=[O:25])=[O:24].O. The catalyst is COCCOC. The product is [F:8][C:7]1[C:2]([C:29]2[CH:30]=[CH:31][C:26]([S:23]([CH3:22])(=[O:25])=[O:24])=[CH:27][CH:28]=2)=[CH:3][C:4]([C:9]2[S:13][C:12]([NH2:14])=[N:11][C:10]=2[C:15]2[CH:20]=[CH:19][CH:18]=[C:17]([CH3:21])[N:16]=2)=[CH:5][CH:6]=1. The yield is 0.460. (3) The reactants are [Cl:1][C:2]1[CH:7]=[CH:6][C:5]([S:8]([CH:11]([C:24]2[CH:29]=[C:28]([F:30])[CH:27]=[CH:26][C:25]=2[F:31])[C:12]2[N:17]=[CH:16][C:15]([CH2:18][CH2:19][C:20]([O:22]C)=[O:21])=[CH:14][CH:13]=2)(=[O:10])=[O:9])=[CH:4][CH:3]=1.[OH-].[Li+].S(=O)(=O)(O)[O-].[Na+]. The catalyst is O1CCCC1. The product is [Cl:1][C:2]1[CH:7]=[CH:6][C:5]([S:8]([CH:11]([C:24]2[CH:29]=[C:28]([F:30])[CH:27]=[CH:26][C:25]=2[F:31])[C:12]2[N:17]=[CH:16][C:15]([CH2:18][CH2:19][C:20]([OH:22])=[O:21])=[CH:14][CH:13]=2)(=[O:10])=[O:9])=[CH:4][CH:3]=1. The yield is 0.750. (4) The reactants are [CH2:1]([N:8]1[CH2:13][CH2:12][C:11](=[O:14])[CH2:10][CH2:9]1)[C:2]1[CH:7]=[CH:6][CH:5]=[CH:4][CH:3]=1.[CH3:15]N(N=O)C(OCC)=O.[O-2].[Ba+2]. The catalyst is CO. The product is [CH2:1]([N:8]1[CH2:15][CH2:9][CH2:10][C:11](=[O:14])[CH2:12][CH2:13]1)[C:2]1[CH:3]=[CH:4][CH:5]=[CH:6][CH:7]=1. The yield is 0.310. (5) The reactants are [NH2:1][C:2]1[CH:7]=[CH:6][C:5]([O:8][CH3:9])=[CH:4][N:3]=1.[NH2:10][C:11]1[CH:16]=[CH:15][C:14](I)=[CH:13][N:12]=1.C[O-].[Na+]. The catalyst is CO.[Cu]. The product is [CH3:9][O:8][C:5]1[CH:6]=[CH:7][C:2]([NH:1][C:13]2[C:14]3[C:15](=[CH:4][CH:5]=[CH:6][CH:7]=3)[N:10]=[C:11]([CH3:16])[N:12]=2)=[N:3][CH:4]=1. The yield is 0.310. (6) The product is [CH3:31][N:15]1[C:12]2=[N:13][CH:14]=[C:9]([N+:8]([O-:64])=[O:69])[C:10]([C:32]([F:34])([F:33])[F:35])=[C:11]2[C:17]([C:18]2[CH2:19][CH2:20][N:21]([C:24]([O:43][C:42]([CH3:62])([CH3:46])[CH3:41])=[O:25])[CH2:22][CH:23]=2)=[CH:16]1. The yield is 0.750. The reactants are C(C1C=C(C=C(OC)C=1)C([NH:8][C:9]1[C:10]([C:32]([F:35])([F:34])[F:33])=[C:11]2[C:17]([CH:18]3[CH2:23][CH2:22][N:21]([C:24](C4CCCC4)=[O:25])[CH2:20][CH2:19]3)=[CH:16][N:15]([CH3:31])[C:12]2=[N:13][CH:14]=1)=O)#N.[CH3:41][C:42]1([CH3:62])[C:46](C)(C)OB(C2CCN(C([O:43][C:42]([CH3:62])([CH3:46])[CH3:41])=O)CC=2)[O:43]1.C([O-])([O-])=[O:64].[K+].[K+].[OH2:69]. The catalyst is COCCOC.CCO.C1C=CC([P]([Pd]([P](C2C=CC=CC=2)(C2C=CC=CC=2)C2C=CC=CC=2)([P](C2C=CC=CC=2)(C2C=CC=CC=2)C2C=CC=CC=2)[P](C2C=CC=CC=2)(C2C=CC=CC=2)C2C=CC=CC=2)(C2C=CC=CC=2)C2C=CC=CC=2)=CC=1. (7) The reactants are Cl[CH2:2][CH2:3][CH2:4][N:5]1[C:14]2[C:9](=[CH:10][CH:11]=[CH:12][CH:13]=2)[CH:8]=[CH:7][C:6]1=[O:15].C([O-])([O-])=O.[K+].[K+].[CH2:22]([O:25][CH:26]1[CH2:31][CH2:30][NH:29][CH2:28][CH2:27]1)[CH2:23][CH3:24].CC#N. The catalyst is O.CCOC(C)=O. The product is [CH2:22]([O:25][CH:26]1[CH2:31][CH2:30][N:29]([CH2:2][CH2:3][CH2:4][N:5]2[C:14]3[C:9](=[CH:10][CH:11]=[CH:12][CH:13]=3)[CH:8]=[CH:7][C:6]2=[O:15])[CH2:28][CH2:27]1)[CH2:23][CH3:24]. The yield is 0.590. (8) The reactants are [F:1][C:2]1[CH:7]=[CH:6][C:5]([C@H:8]([CH3:20])[C:9](N2[C@@H](C(C)C)COC2=O)=[O:10])=[CH:4][CH:3]=1.[OH:21]O.[Li+].[OH-]. The catalyst is C1COCC1.O. The product is [F:1][C:2]1[CH:3]=[CH:4][C:5]([C@H:8]([CH3:20])[C:9]([OH:10])=[O:21])=[CH:6][CH:7]=1. The yield is 0.640.